Predict the reactants needed to synthesize the given product. From a dataset of Full USPTO retrosynthesis dataset with 1.9M reactions from patents (1976-2016). (1) Given the product [Cl:8][C:9]1[N:10]=[CH:11][N:12]([C:14]2[CH:19]=[CH:18][C:17]([NH:20][C:21]3[N:38]=[C:24]4[CH:25]([C:31]5[CH:32]=[CH:33][C:34]([F:37])=[CH:35][CH:36]=5)[CH2:26][CH:27]([N:41]5[CH2:45][CH2:44][CH2:43][CH2:42]5)[CH2:28][CH2:29][N:23]4[N:22]=3)=[CH:16][C:15]=2[O:39][CH3:40])[CH:13]=1, predict the reactants needed to synthesize it. The reactants are: FC(F)(F)C(O)=O.[Cl:8][C:9]1[N:10]=[CH:11][N:12]([C:14]2[CH:19]=[CH:18][C:17]([NH:20][C:21]3[N:38]=[C:24]4[CH:25]([C:31]5[CH:36]=[CH:35][C:34]([F:37])=[CH:33][CH:32]=5)[CH2:26][C:27](=O)[CH2:28][CH2:29][N:23]4[N:22]=3)=[CH:16][C:15]=2[O:39][CH3:40])[CH:13]=1.[NH:41]1[CH2:45][CH2:44][CH2:43][CH2:42]1.C([BH3-])#N.[Na+].C(O)(C(F)(F)F)=O. (2) Given the product [NH2:22][C:20]1[N:19]([CH3:18])[C:23](=[O:26])[C:8]([C:7]2[CH:3]=[CH:4][CH:5]=[CH:6][CH:1]=2)([C:10]2[CH:11]=[CH:12][N:13]=[CH:14][CH:15]=2)[N:21]=1, predict the reactants needed to synthesize it. The reactants are: [C:1]1([C:7](=O)[C:8]([C:10]2[CH:15]=[CH:14][N:13]=[CH:12][CH:11]=2)=O)[CH:6]=[CH:5][CH:4]=[CH:3]C=1.Cl.[CH3:18][NH:19][C:20]([NH2:22])=[NH:21].[C:23]([O-:26])([O-])=O.[Na+].[Na+]. (3) The reactants are: [Cl:1][C:2]1[N:3]=[N:4][C:5]([CH3:11])=[C:6]([CH2:8][CH2:9][CH3:10])[CH:7]=1.OS(O)(=O)=O.[CH3:17][OH:18]. Given the product [Cl:1][C:2]1[N:3]=[N:4][C:5]([CH3:11])=[C:6]([CH2:8][CH2:9][CH3:10])[C:7]=1[CH2:17][OH:18], predict the reactants needed to synthesize it. (4) Given the product [O:1]=[C:2]1[CH2:7][CH2:6][CH:5]([O:8][CH2:9][CH:10]2[CH2:15][CH2:14][N:13]([C:16]([O:18][C:19]([CH3:22])([CH3:21])[CH3:20])=[O:17])[CH2:12][CH2:11]2)[CH2:4][CH2:3]1, predict the reactants needed to synthesize it. The reactants are: [OH:1][CH:2]1[CH2:7][CH2:6][CH:5]([O:8][CH2:9][CH:10]2[CH2:15][CH2:14][N:13]([C:16]([O:18][C:19]([CH3:22])([CH3:21])[CH3:20])=[O:17])[CH2:12][CH2:11]2)[CH2:4][CH2:3]1.OCC1CCN(C(OC(C)(C)C)=O)CC1. (5) The reactants are: Cl.Cl.[CH3:3][O:4][CH2:5][CH2:6][O:7][C:8]1[C:13]([NH:14][C:15]([C:17]2[C:21]3[C:22](=[O:28])[NH:23][C:24]([CH3:27])([CH3:26])[CH2:25][C:20]=3[O:19][CH:18]=2)=[O:16])=[CH:12][CH:11]=[C:10]([N:29]2[CH2:34][CH2:33][NH:32][CH2:31][CH2:30]2)[N:9]=1.C(N(CC)CC)C.[CH:42](OCC)=[O:43]. Given the product [CH:42]([N:32]1[CH2:31][CH2:30][N:29]([C:10]2[N:9]=[C:8]([O:7][CH2:6][CH2:5][O:4][CH3:3])[C:13]([NH:14][C:15]([C:17]3[C:21]4[C:22](=[O:28])[NH:23][C:24]([CH3:27])([CH3:26])[CH2:25][C:20]=4[O:19][CH:18]=3)=[O:16])=[CH:12][CH:11]=2)[CH2:34][CH2:33]1)=[O:43], predict the reactants needed to synthesize it. (6) Given the product [Cl:14][C:15]1[C:16]([CH:2]=[O:22])=[N:17][CH:18]=[C:19]([CH3:21])[CH:20]=1, predict the reactants needed to synthesize it. The reactants are: [Li][CH2:2]CCC.CN(CCN(C)C)C.[Cl:14][C:15]1[CH:16]=[N:17][CH:18]=[C:19]([CH3:21])[CH:20]=1.[OH2:22].